Dataset: Forward reaction prediction with 1.9M reactions from USPTO patents (1976-2016). Task: Predict the product of the given reaction. (1) Given the reactants [CH3:1][O:2][C:3]1[CH:8]=[CH:7][C:6]([NH:9][C:10]2[S:11][CH:12]=[C:13]([C:15](OCC)=[O:16])[N:14]=2)=[CH:5][C:4]=1[O:20][CH2:21][CH:22]=[C:23]([CH3:25])[CH3:24].[H-].[H-].[H-].[H-].[Li+].[Al+3], predict the reaction product. The product is: [CH3:1][O:2][C:3]1[CH:8]=[CH:7][C:6]([NH:9][C:10]2[S:11][CH:12]=[C:13]([CH2:15][OH:16])[N:14]=2)=[CH:5][C:4]=1[O:20][CH2:21][CH:22]=[C:23]([CH3:25])[CH3:24]. (2) Given the reactants [Na+].[C:2]1([S:8]([O-:10])=[O:9])[CH:7]=[CH:6][CH:5]=[CH:4][CH:3]=1.[Cl:11][C:12](=[CH2:15])[C:13]#[N:14].CO, predict the reaction product. The product is: [Cl:11][CH:12]([CH2:15][S:8]([C:2]1[CH:7]=[CH:6][CH:5]=[CH:4][CH:3]=1)(=[O:10])=[O:9])[C:13]#[N:14]. (3) Given the reactants [CH:1]1([NH:4][C:5]2[C:6]([CH3:19])=[N:7][C:8]3[C:13]([N:14]=2)=[C:12]([C:15](=[O:17])[CH3:16])[C:11]([F:18])=[CH:10][CH:9]=3)[CH2:3][CH2:2]1.FC(F)(F)S(O[Si](C(C)(C)C)(C)C)(=O)=O.C1C(=O)N([Br:42])C(=O)C1, predict the reaction product. The product is: [Br:42][CH2:16][C:15]([C:12]1[C:11]([F:18])=[CH:10][CH:9]=[C:8]2[C:13]=1[N:14]=[C:5]([NH:4][CH:1]1[CH2:2][CH2:3]1)[C:6]([CH3:19])=[N:7]2)=[O:17]. (4) Given the reactants [C:1]1([OH:7])[CH:6]=[CH:5][CH:4]=[CH:3][CH:2]=1.[CH2:8]([S:10]([C:13]1[CH:14]=[C:15]([C:19]2[C:24]3[C:25]4[CH:31]=[C:30]([CH3:32])[CH:29]=[N:28][C:26]=4[NH:27][C:23]=3[C:22](OCCCN(C)C)=[N:21][CH:20]=2)[CH:16]=[CH:17][CH:18]=1)(=[O:12])=[O:11])[CH3:9], predict the reaction product. The product is: [CH2:8]([S:10]([C:13]1[CH:14]=[C:15]([C:19]2[C:24]3[C:25]4[CH:31]=[C:30]([CH3:32])[CH:29]=[N:28][C:26]=4[NH:27][C:23]=3[C:22]([O:7][C:1]3[CH:6]=[CH:5][CH:4]=[CH:3][CH:2]=3)=[N:21][CH:20]=2)[CH:16]=[CH:17][CH:18]=1)(=[O:11])=[O:12])[CH3:9]. (5) Given the reactants [CH3:1][C:2]1([CH3:13])[O:11][C:10]2[C:5](=[CH:6][N:7]=[CH:8][CH:9]=2)[CH:4]2[O:12][CH:3]12.[Cl:14][C:15]1[CH:20]=[CH:19][C:18]([C:21]2[NH:22][CH:23]=[CH:24][N:25]=2)=[CH:17][CH:16]=1, predict the reaction product. The product is: [Cl:14][C:15]1[CH:16]=[CH:17][C:18]([C:21]2[N:25]([CH:4]3[C:5]4[CH:6]=[N:7][CH:8]=[CH:9][C:10]=4[O:11][C:2]([CH3:13])([CH3:1])[CH:3]3[OH:12])[CH:24]=[CH:23][N:22]=2)=[CH:19][CH:20]=1. (6) Given the reactants O[CH2:2][C:3]#[N:4].[C:5]([NH:9][CH:10]1[CH2:15][CH2:14][CH2:13][CH2:12][CH2:11]1)([CH3:8])([CH3:7])[CH3:6].[H-].[Al+3].[Li+].[H-].[H-].[H-].O1CCCC1.[OH-].[Na+], predict the reaction product. The product is: [C:5]([N:9]([CH:10]1[CH2:15][CH2:14][CH2:13][CH2:12][CH2:11]1)[CH2:2][CH2:3][NH2:4])([CH3:8])([CH3:6])[CH3:7]. (7) Given the reactants Cl.[Cl:2][C:3]1[CH:4]=[C:5]([C:13]2[O:17][N:16]=[C:15]([C:18]3[C:19]([CH3:28])=[C:20]4[C:25](=[CH:26][CH:27]=3)[CH2:24][NH:23][CH2:22][CH2:21]4)[N:14]=2)[CH:6]=[CH:7][C:8]=1[O:9][CH:10]([CH3:12])[CH3:11].CCN(C(C)C)C(C)C.[Br:38][CH2:39][C:40](Br)=[O:41], predict the reaction product. The product is: [Br:38][CH2:39][C:40]([N:23]1[CH2:22][CH2:21][C:20]2[C:25](=[CH:26][CH:27]=[C:18]([C:15]3[N:14]=[C:13]([C:5]4[CH:6]=[CH:7][C:8]([O:9][CH:10]([CH3:12])[CH3:11])=[C:3]([Cl:2])[CH:4]=4)[O:17][N:16]=3)[C:19]=2[CH3:28])[CH2:24]1)=[O:41]. (8) Given the reactants [CH3:1][C:2]1[NH:3][C:4]2[C:9]([C:10]=1[CH3:11])=[CH:8][C:7]([NH:12][C:13]1[C:22]3[C:17](=[CH:18][C:19]([OH:25])=[C:20]([O:23][CH3:24])[CH:21]=3)[N:16]=[CH:15][N:14]=1)=[CH:6][CH:5]=2.[O:26]1[CH:30]=[CH:29][CH:28]=[C:27]1[CH2:31]O, predict the reaction product. The product is: [CH3:1][C:2]1[NH:3][C:4]2[C:9]([C:10]=1[CH3:11])=[CH:8][C:7]([NH:12][C:13]1[C:22]3[C:17](=[CH:18][C:19]([O:25][CH2:31][C:27]4[O:26][CH:30]=[CH:29][CH:28]=4)=[C:20]([O:23][CH3:24])[CH:21]=3)[N:16]=[CH:15][N:14]=1)=[CH:6][CH:5]=2.